From a dataset of Forward reaction prediction with 1.9M reactions from USPTO patents (1976-2016). Predict the product of the given reaction. (1) Given the reactants CO[C:3](=[O:19])[C:4]1[CH:9]=[C:8]([CH:10]([O:12][CH3:13])[CH3:11])[C:7]([C:14]([F:17])([F:16])[F:15])=[CH:6][C:5]=1[NH2:18].CC[N:22]([CH2:25]C)CC.[CH3:27][S:28]([NH:31]N)(=[O:30])=[O:29].[OH-:33].[Na+].Cl, predict the reaction product. The product is: [CH3:13][O:12][CH:10]([C:8]1[CH:9]=[C:4]2[C:5](=[CH:6][C:7]=1[C:14]([F:15])([F:16])[F:17])[NH:18][C:25](=[O:33])[N:22]([NH:31][S:28]([CH3:27])(=[O:30])=[O:29])[C:3]2=[O:19])[CH3:11]. (2) Given the reactants C([Li])CCC.[CH2:6]([N:13]1[CH:17]=[CH:16][N:15]=[CH:14]1)[C:7]1[CH:12]=[CH:11][CH:10]=[CH:9][CH:8]=1.[C:18]([C:26]1[CH:31]=[CH:30][CH:29]=[CH:28][CH:27]=1)(=[O:25])[C:19]1[CH:24]=[CH:23][CH:22]=[CH:21][CH:20]=1, predict the reaction product. The product is: [CH2:6]([N:13]1[CH:17]=[CH:16][N:15]=[C:14]1[C:18]([C:19]1[CH:24]=[CH:23][CH:22]=[CH:21][CH:20]=1)([C:26]1[CH:31]=[CH:30][CH:29]=[CH:28][CH:27]=1)[OH:25])[C:7]1[CH:8]=[CH:9][CH:10]=[CH:11][CH:12]=1.